Dataset: Forward reaction prediction with 1.9M reactions from USPTO patents (1976-2016). Task: Predict the product of the given reaction. (1) Given the reactants Cl.CN.[C:4]([O:8][C:9]([NH:11][C@@H:12]([CH2:18][C:19]1[CH:24]=[CH:23][C:22]([C:25]2[CH:30]=[CH:29][CH:28]=[C:27]([CH:31]=O)[CH:26]=2)=[CH:21][CH:20]=1)[C:13]([O:15][CH2:16][CH3:17])=[O:14])=[O:10])([CH3:7])([CH3:6])[CH3:5].[C:33]([BH3-])#[N:34].[Na+], predict the reaction product. The product is: [C:4]([O:8][C:9]([NH:11][C@@H:12]([CH2:18][C:19]1[CH:24]=[CH:23][C:22]([C:25]2[CH:30]=[CH:29][CH:28]=[C:27]([CH2:31][NH:34][CH3:33])[CH:26]=2)=[CH:21][CH:20]=1)[C:13]([O:15][CH2:16][CH3:17])=[O:14])=[O:10])([CH3:7])([CH3:6])[CH3:5]. (2) Given the reactants [CH2:1]([O:3][C:4](=[O:23])[CH2:5][C:6]1[C:14]2[C:9](=[CH:10][CH:11]=[C:12]([CH3:15])[CH:13]=2)[N:8]([C:16](=[O:18])[CH3:17])[C:7]=1[C:19]([F:22])([F:21])[F:20])[CH3:2].CC(N=NC(C#N)(C)C)(C#N)C.[Br:36]N1C(=O)CCC1=O, predict the reaction product. The product is: [CH2:1]([O:3][C:4](=[O:23])[CH2:5][C:6]1[C:14]2[C:9](=[CH:10][CH:11]=[C:12]([CH2:15][Br:36])[CH:13]=2)[N:8]([C:16](=[O:18])[CH3:17])[C:7]=1[C:19]([F:20])([F:21])[F:22])[CH3:2]. (3) Given the reactants Br.[Cl:2][C:3]1[CH:8]=[CH:7][C:6]([N+:9]([O-:11])=[O:10])=[CH:5][C:4]=1[C:12]1[N:13]=[C:14]([NH2:17])[S:15][CH:16]=1.[Cl:18][C:19]1[C:20]([CH3:29])=[C:21]([S:25](Cl)(=[O:27])=[O:26])[CH:22]=[CH:23][CH:24]=1, predict the reaction product. The product is: [Cl:18][C:19]1[C:20]([CH3:29])=[C:21]([S:25]([NH:17][C:14]2[S:15][CH:16]=[C:12]([C:4]3[CH:5]=[C:6]([N+:9]([O-:11])=[O:10])[CH:7]=[CH:8][C:3]=3[Cl:2])[N:13]=2)(=[O:27])=[O:26])[CH:22]=[CH:23][CH:24]=1.